From a dataset of Forward reaction prediction with 1.9M reactions from USPTO patents (1976-2016). Predict the product of the given reaction. (1) Given the reactants C[CH2:2][N:3]=[C:4]=[N:5][CH2:6][CH2:7][CH2:8][N:9]([CH3:11])C.C(N(CC)CC)C.[C:19]([O-])(O)=[O:20].[Na+].CN(C=[O:28])C, predict the reaction product. The product is: [CH3:19][O:20][N:9]([CH3:11])[C:8]([C:7]1[CH:6]=[N:5][CH:4]=[N:3][CH:2]=1)=[O:28]. (2) Given the reactants [CH2:1]([C:8]1[O:12][N:11]=[C:10]([CH2:13][S:14]([C:16]2[CH:24]=[CH:23][C:19]([CH2:20][CH2:21][NH2:22])=[CH:18][CH:17]=2)=[O:15])[N:9]=1)[C:2]1[CH:7]=[CH:6][CH:5]=[CH:4][CH:3]=1.[C:25]([Si:29]([O:42][C:43]1[CH:48]=[CH:47][C:46]([O:49][CH2:50][C@@H:51]2[CH2:53][O:52]2)=[CH:45][CH:44]=1)([C:36]1[CH:41]=[CH:40][CH:39]=[CH:38][CH:37]=1)[C:30]1[CH:35]=[CH:34][CH:33]=[CH:32][CH:31]=1)([CH3:28])([CH3:27])[CH3:26].ClCCl.C(Cl)(Cl)Cl.CO, predict the reaction product. The product is: [CH2:1]([C:8]1[O:12][N:11]=[C:10]([CH2:13][S:14]([C:16]2[CH:17]=[CH:18][C:19]([CH2:20][CH2:21][NH:22][CH2:53][C@H:51]([OH:52])[CH2:50][O:49][C:46]3[CH:45]=[CH:44][C:43]([O:42][Si:29]([C:25]([CH3:28])([CH3:27])[CH3:26])([C:30]4[CH:31]=[CH:32][CH:33]=[CH:34][CH:35]=4)[C:36]4[CH:41]=[CH:40][CH:39]=[CH:38][CH:37]=4)=[CH:48][CH:47]=3)=[CH:23][CH:24]=2)=[O:15])[N:9]=1)[C:2]1[CH:3]=[CH:4][CH:5]=[CH:6][CH:7]=1. (3) Given the reactants CON(C)[C:4](=[O:19])[C:5]1[CH:10]=[C:9]([C:11]#[C:12][C:13]2[CH:18]=[CH:17][CH:16]=[CH:15][CH:14]=2)[CH:8]=[N:7][CH:6]=1.[H-].C([Al+]CC(C)C)C(C)C.CO.[C@H](O)(C([O-])=O)[C@@H](O)C([O-])=O.[Na+].[K+], predict the reaction product. The product is: [C:13]1([C:12]#[C:11][C:9]2[CH:10]=[C:5]([CH:4]=[O:19])[CH:6]=[N:7][CH:8]=2)[CH:18]=[CH:17][CH:16]=[CH:15][CH:14]=1. (4) Given the reactants [C:1]([O:5][C:6](=[O:26])[CH2:7][C@H:8]([NH:15][S:16]([C:19]1[CH:24]=[CH:23][CH:22]=[CH:21][C:20]=1[OH:25])(=[O:18])=[O:17])[C:9]([N:11]([O:13][CH3:14])[CH3:12])=[O:10])([CH3:4])([CH3:3])[CH3:2].[CH:27]1[C:36]2[C:31](=[CH:32][CH:33]=[CH:34][CH:35]=2)[C:30]([CH2:37][CH2:38][OH:39])=[CH:29][N:28]=1.[C:40]1([P:46]([C:53]2[CH:58]=[CH:57][CH:56]=[CH:55][CH:54]=2)[C:47]2[CH:52]=[CH:51][CH:50]=[CH:49][CH:48]=2)[CH:45]=[CH:44][CH:43]=[CH:42][CH:41]=1.N(C(OCC)=O)=NC(OCC)=O, predict the reaction product. The product is: [C:1]([O:5][C:6](=[O:26])[CH2:7][C@H:8]([NH:15][S:16]([C:19]1[CH:24]=[CH:23][CH:22]=[CH:21][C:20]=1[O:25][CH2:38][CH2:37][C:30]1[C:31]2[C:36](=[CH:35][CH:34]=[CH:33][CH:32]=2)[CH:27]=[N:28][CH:29]=1)(=[O:18])=[O:17])[C:9]([N:11]([O:13][CH3:14])[CH3:12])=[O:10])([CH3:4])([CH3:2])[CH3:3].[C:53]1([P:46](=[O:39])([C:40]2[CH:41]=[CH:42][CH:43]=[CH:44][CH:45]=2)[C:47]2[CH:52]=[CH:51][CH:50]=[CH:49][CH:48]=2)[CH:54]=[CH:55][CH:56]=[CH:57][CH:58]=1.